Task: Predict the product of the given reaction.. Dataset: Forward reaction prediction with 1.9M reactions from USPTO patents (1976-2016) Given the reactants [Cl:1][C:2]([Cl:13])([Cl:12])[C@H:3]1[N:7]2[CH2:8][CH2:9][CH2:10][C@@H:6]2[C:5](=[O:11])[O:4]1.[Li+].CC([N-]C(C)C)C.CCCCCC.C1C[O:31][CH2:30]C1, predict the reaction product. The product is: [O:11]=[C:5]1[O:4][C@@H:3]([C:2]([Cl:1])([Cl:12])[Cl:13])[N:7]2[CH2:8][CH2:9][CH2:10][C@:6]12[CH:30]=[O:31].